This data is from Catalyst prediction with 721,799 reactions and 888 catalyst types from USPTO. The task is: Predict which catalyst facilitates the given reaction. (1) Reactant: [C:1]([O:6][CH:7]([O:9][CH2:10][CH2:11][CH2:12][CH3:13])[CH3:8])(=[O:5])[C:2]([CH3:4])=[CH2:3].[C:14]([O:19][CH2:20][CH:21]1[O:23][CH2:22]1)(=[O:18])[C:15]([CH3:17])=[CH2:16].[CH2:24](C(C)=O)C(C)C.N(C(C)(CC)C([O-])=O)=NC(C)(CC)C([O-])=O. Product: [C:1]([O:6][CH:7]([O:9][CH2:10][CH2:11][CH2:12][CH3:13])[CH3:8])(=[O:5])[C:2]([CH3:4])=[CH2:3].[C:14]([O:19][CH2:20][CH:21]1[O:23][CH2:22]1)(=[O:18])[C:15]([CH3:17])=[CH2:16].[C:14]([O:19][CH:20]([CH3:24])[CH2:21][O:23][CH3:22])(=[O:18])[CH3:15]. The catalyst class is: 194. (2) Reactant: [CH3:1][C:2]([CH3:29])([CH2:7][C:8](=[O:28])[NH:9][NH:10][C:11]([C:13]1[S:14][CH:15]=[C:16]([CH2:18][O:19]COCC[Si](C)(C)C)[N:17]=1)=O)[C:3]([O:5][CH3:6])=[O:4]. Product: [OH:19][CH2:18][C:16]1[N:17]=[C:13]([C:11]2[O:28][C:8]([CH2:7][C:2]([CH3:29])([CH3:1])[C:3]([O:5][CH3:6])=[O:4])=[N:9][N:10]=2)[S:14][CH:15]=1. The catalyst class is: 89.